This data is from TCR-epitope binding with 47,182 pairs between 192 epitopes and 23,139 TCRs. The task is: Binary Classification. Given a T-cell receptor sequence (or CDR3 region) and an epitope sequence, predict whether binding occurs between them. (1) The epitope is FPPTSFGPL. The TCR CDR3 sequence is CASSLVSGASGGNEQFF. Result: 0 (the TCR does not bind to the epitope). (2) Result: 0 (the TCR does not bind to the epitope). The TCR CDR3 sequence is CASSEAPGLAGDSSYNEQFF. The epitope is YEGNSPFHPL. (3) The epitope is QASQEVKNW. The TCR CDR3 sequence is CSASSGDTGELFF. Result: 0 (the TCR does not bind to the epitope). (4) The epitope is KLNVGDYFV. The TCR CDR3 sequence is CASSQRLGVPFTDTQYF. Result: 1 (the TCR binds to the epitope). (5) The epitope is FVRATATIPI. The TCR CDR3 sequence is CAWRLGSGEKLFF. Result: 0 (the TCR does not bind to the epitope). (6) The epitope is QIKVRVKMV. The TCR CDR3 sequence is CASSLITASLYNEQFF. Result: 0 (the TCR does not bind to the epitope). (7) The epitope is YFPLQSYGF. The TCR CDR3 sequence is CASRPGQHTGELFF. Result: 0 (the TCR does not bind to the epitope). (8) The epitope is GTITSGWTF. The TCR CDR3 sequence is CASSYAFLQGKRGGAFF. Result: 0 (the TCR does not bind to the epitope). (9) The epitope is EIYKRWII. The TCR CDR3 sequence is CASSASTKDTQYF. Result: 1 (the TCR binds to the epitope). (10) The epitope is SSTFNVPMEKLK. Result: 0 (the TCR does not bind to the epitope). The TCR CDR3 sequence is CSARARSDSYGYTF.